This data is from Peptide-MHC class II binding affinity with 134,281 pairs from IEDB. The task is: Regression. Given a peptide amino acid sequence and an MHC pseudo amino acid sequence, predict their binding affinity value. This is MHC class II binding data. (1) The peptide sequence is IRPRKTHESHLVRSW. The MHC is HLA-DQA10102-DQB10501 with pseudo-sequence HLA-DQA10102-DQB10501. The binding affinity (normalized) is 0. (2) The peptide sequence is IGHLLRGRNHFIYIV. The MHC is DRB1_0401 with pseudo-sequence DRB1_0401. The binding affinity (normalized) is 0.432. (3) The peptide sequence is AFKVAATAANPAPAN. The MHC is HLA-DPA10103-DPB10301 with pseudo-sequence HLA-DPA10103-DPB10301. The binding affinity (normalized) is 0.535. (4) The binding affinity (normalized) is 0.271. The peptide sequence is LIGPTPVNIIGRNLLTQLGC. The MHC is HLA-DQA10101-DQB10501 with pseudo-sequence HLA-DQA10101-DQB10501. (5) The peptide sequence is ILMTATPPGTSDEFP. The MHC is DRB1_1101 with pseudo-sequence DRB1_1101. The binding affinity (normalized) is 0. (6) The peptide sequence is QKLIEDVNASFRAAM. The MHC is HLA-DPA10103-DPB10201 with pseudo-sequence HLA-DPA10103-DPB10201. The binding affinity (normalized) is 0.491.